Dataset: Forward reaction prediction with 1.9M reactions from USPTO patents (1976-2016). Task: Predict the product of the given reaction. Given the reactants CO.[OH-].[Na+].[O:5]([C:12]1[CH:24]=[CH:23][C:15]([C:16]([O:18]C(C)(C)C)=[O:17])=[C:14]([NH:25][C:26](=[O:38])[C:27]2[CH:32]=[CH:31][CH:30]=[C:29]([N:33]3[CH:37]=[CH:36][CH:35]=[CH:34]3)[CH:28]=2)[CH:13]=1)[C:6]1[CH:11]=[CH:10][CH:9]=[CH:8][CH:7]=1.Cl, predict the reaction product. The product is: [O:5]([C:12]1[CH:24]=[CH:23][C:15]([C:16]([OH:18])=[O:17])=[C:14]([NH:25][C:26](=[O:38])[C:27]2[CH:32]=[CH:31][CH:30]=[C:29]([N:33]3[CH:37]=[CH:36][CH:35]=[CH:34]3)[CH:28]=2)[CH:13]=1)[C:6]1[CH:7]=[CH:8][CH:9]=[CH:10][CH:11]=1.